This data is from Full USPTO retrosynthesis dataset with 1.9M reactions from patents (1976-2016). The task is: Predict the reactants needed to synthesize the given product. (1) Given the product [CH3:11][O:12][C:13]1[CH:14]=[CH:15][C:16]([C@H:19]2[CH2:24][CH2:23][CH2:22][C@@H:21]([CH:25]=[CH2:26])[N:20]2[C:30](=[O:31])[CH2:29][CH:27]=[CH2:28])=[CH:17][CH:18]=1, predict the reactants needed to synthesize it. The reactants are: C(P(=O)(OCC)OCC)#N.[CH3:11][O:12][C:13]1[CH:18]=[CH:17][C:16]([C@H:19]2[CH2:24][CH2:23][CH2:22][C@@H:21]([CH:25]=[CH2:26])[NH:20]2)=[CH:15][CH:14]=1.[CH:27]([CH2:29][C:30](O)=[O:31])=[CH2:28].Cl. (2) Given the product [C:1]([NH:8][CH:9]([CH:14]1[CH2:19][CH2:18][CH2:17][CH2:16][CH2:15]1)[C:10]([O:12][CH3:13])=[O:11])([O:3][C:4]([CH3:6])([CH3:7])[CH3:5])=[O:2], predict the reactants needed to synthesize it. The reactants are: [C:1]([NH:8][CH:9]([C:14]1[CH:19]=[CH:18][CH:17]=[CH:16][CH:15]=1)[C:10]([O:12][CH3:13])=[O:11])([O:3][C:4]([CH3:7])([CH3:6])[CH3:5])=[O:2].C(O)(=O)C.[H][H].